Task: Predict the reaction yield, written as a fraction of the theoretical maximum amount of product (1.0 means a 100% yield; for example, 0.34 means a 34% yield).. Dataset: Reaction yield outcomes from USPTO patents with 853,638 reactions (1) The reactants are C(OC([N:8]1[CH2:12][CH2:11][CH2:10][C@H:9]1[C:13]([O:15][CH2:16][CH2:17][CH2:18][C:19]1[CH:20]=[N:21][CH:22]=[CH:23][CH:24]=1)=[O:14])=O)(C)(C)C.C(=O)([O-])[O-].[K+].[K+]. The catalyst is C(Cl)Cl.FC(F)(F)C(O)=O. The product is [NH:8]1[CH2:12][CH2:11][CH2:10][CH:9]1[C:13]([O:15][CH2:16][CH2:17][CH2:18][C:19]1[CH:20]=[N:21][CH:22]=[CH:23][CH:24]=1)=[O:14]. The yield is 0.950. (2) The reactants are [CH3:1][O:2][C:3]1[CH:10]=[CH:9][C:6]([C:7]#[N:8])=[CH:5][CH:4]=1.[NH2:11][C:12]1[CH:13]=[CH:14][C:15]([O:18][CH3:19])=[N:16][CH:17]=1. No catalyst specified. The product is [CH3:1][O:2][C:3]1[CH:10]=[CH:9][C:6]([C:7]([NH:11][C:12]2[CH:13]=[CH:14][C:15]([O:18][CH3:19])=[N:16][CH:17]=2)=[NH:8])=[CH:5][CH:4]=1. The yield is 0.788. (3) The reactants are [NH2:1][CH:2]([C:8]#[N:9])[C:3]([O:5][CH2:6][CH3:7])=[O:4].N1C=CC=CC=1.[F:16][C:17]1[CH:25]=[CH:24][CH:23]=[C:22]([F:26])[C:18]=1[C:19](Cl)=[O:20]. The product is [C:8]([CH:2]([NH:1][C:19](=[O:20])[C:18]1[C:17]([F:16])=[CH:25][CH:24]=[CH:23][C:22]=1[F:26])[C:3]([O:5][CH2:6][CH3:7])=[O:4])#[N:9]. The yield is 0.840. The catalyst is ClCCl.C(OCC)(=O)C. (4) The reactants are [CH:1]1([CH2:6][C@H:7]([C:11]2[CH:16]=[CH:15][C:14]([Cl:17])=[C:13]([Cl:18])[CH:12]=2)[C:8]([OH:10])=O)[CH2:5][CH2:4][CH2:3][CH2:2]1.C(Cl)(=O)C(Cl)=O.C(N(CC)C(C)C)(C)C.[F:34][C:35]([F:44])([F:43])[C:36]1[CH:37]=[CH:38][C:39]([NH2:42])=[N:40][CH:41]=1. The catalyst is C(Cl)Cl.CN(C)C=O.O1CCCC1.O. The product is [CH:1]1([CH2:6][C@H:7]([C:11]2[CH:16]=[CH:15][C:14]([Cl:17])=[C:13]([Cl:18])[CH:12]=2)[C:8]([NH:42][C:39]2[CH:38]=[CH:37][C:36]([C:35]([F:43])([F:34])[F:44])=[CH:41][N:40]=2)=[O:10])[CH2:2][CH2:3][CH2:4][CH2:5]1. The yield is 0.260. (5) The reactants are [CH3:1][CH:2]([N:4]1[C:12](/[CH:13]=[CH:14]/[C@H:15]([OH:24])[CH2:16][C@H:17]([OH:23])[CH2:18][C:19]([O:21]C)=[O:20])=[C:11]([C:25]2[CH:30]=[CH:29][C:28]([F:31])=[CH:27][CH:26]=2)[C:10]2[C:5]1=[CH:6][CH:7]=[CH:8][CH:9]=2)[CH3:3].[OH-].[Na+:33].C(#N)C. The catalyst is CCO. The product is [CH3:3][CH:2]([N:4]1[C:12](/[CH:13]=[CH:14]/[CH:15]([OH:24])[CH2:16][CH:17]([OH:23])[CH2:18][C:19]([O-:21])=[O:20])=[C:11]([C:25]2[CH:26]=[CH:27][C:28]([F:31])=[CH:29][CH:30]=2)[C:10]2[CH:9]=[CH:8][CH:7]=[CH:6][C:5]1=2)[CH3:1].[Na+:33]. The yield is 0.830. (6) The reactants are Cl[C:2]1[CH:7]=[C:6]([O:8][C:9]2[C:14]([F:15])=[CH:13][C:12]([NH:16][C:17]([C:19]3[C:20](=[O:32])[N:21]([C:25]4[CH:30]=[CH:29][C:28]([F:31])=[CH:27][CH:26]=4)[CH:22]=[CH:23][CH:24]=3)=[O:18])=[C:11]([F:33])[CH:10]=2)[CH:5]=[CH:4][N:3]=1.[Si:34]([O:41][CH2:42][CH2:43][N:44]1[CH:48]=[C:47](B2OC(C)(C)C(C)(C)O2)[CH:46]=[N:45]1)([C:37]([CH3:40])([CH3:39])[CH3:38])([CH3:36])[CH3:35].C([O-])([O-])=O.[K+].[K+]. The catalyst is O1CCOCC1.O.C1C=CC([P]([Pd]([P](C2C=CC=CC=2)(C2C=CC=CC=2)C2C=CC=CC=2)([P](C2C=CC=CC=2)(C2C=CC=CC=2)C2C=CC=CC=2)[P](C2C=CC=CC=2)(C2C=CC=CC=2)C2C=CC=CC=2)(C2C=CC=CC=2)C2C=CC=CC=2)=CC=1. The product is [Si:34]([O:41][CH2:42][CH2:43][N:44]1[CH:48]=[C:47]([C:2]2[CH:7]=[C:6]([O:8][C:9]3[C:14]([F:15])=[CH:13][C:12]([NH:16][C:17]([C:19]4[C:20](=[O:32])[N:21]([C:25]5[CH:30]=[CH:29][C:28]([F:31])=[CH:27][CH:26]=5)[CH:22]=[CH:23][CH:24]=4)=[O:18])=[C:11]([F:33])[CH:10]=3)[CH:5]=[CH:4][N:3]=2)[CH:46]=[N:45]1)([C:37]([CH3:40])([CH3:38])[CH3:39])([CH3:36])[CH3:35]. The yield is 0.880. (7) The reactants are [Br:1][C:2]1[CH:3]=[N:4][NH:5][CH:6]=1.Cl.[CH:8]([O:10][CH2:11][CH3:12])=[CH2:9]. The catalyst is C(Cl)Cl.O1CCOCC1. The product is [Br:1][C:2]1[CH:3]=[N:4][N:5]([CH2:9][CH2:8][O:10][CH2:11][CH3:12])[CH:6]=1. The yield is 0.970. (8) The yield is 0.870. The reactants are C(OC([NH:8][CH2:9][C:10]1[CH:47]=[CH:46][C:13]2[N:14]([CH2:35][CH2:36][CH2:37][CH2:38][O:39][C:40](=[O:45])[C:41]([CH3:44])([CH3:43])[CH3:42])[C:15]([CH2:17][N:18]3[C:27]4[C:22](=[CH:23][CH:24]=[CH:25][CH:26]=4)[C:21](=[O:28])[N:20]([CH2:29][C:30]([F:33])([F:32])[F:31])[C:19]3=[O:34])=[N:16][C:12]=2[CH:11]=1)=O)(C)(C)C.C(O)(C(F)(F)F)=O.Cl.O1CCOCC1. The catalyst is ClCCl. The product is [NH2:8][CH2:9][C:10]1[CH:47]=[CH:46][C:13]2[N:14]([CH2:35][CH2:36][CH2:37][CH2:38][O:39][C:40](=[O:45])[C:41]([CH3:43])([CH3:44])[CH3:42])[C:15]([CH2:17][N:18]3[C:27]4[C:22](=[CH:23][CH:24]=[CH:25][CH:26]=4)[C:21](=[O:28])[N:20]([CH2:29][C:30]([F:33])([F:31])[F:32])[C:19]3=[O:34])=[N:16][C:12]=2[CH:11]=1. (9) The reactants are [CH3:1][O:2][C:3]1[CH:8]=[C:7]([N+:9]([O-])=O)[CH:6]=[CH:5][C:4]=1[N:12]1[CH:16]=[C:15]([CH3:17])[N:14]=[CH:13]1. The catalyst is C(O)C.[Pd]. The product is [CH3:1][O:2][C:3]1[CH:8]=[C:7]([NH2:9])[CH:6]=[CH:5][C:4]=1[N:12]1[CH:16]=[C:15]([CH3:17])[N:14]=[CH:13]1. The yield is 0.780. (10) The reactants are [Cl-:1].[CH2:2]([O:4][C:5](=[O:14])[CH2:6][C:7](=[O:13])[C:8]([CH3:12])([CH3:11])[CH:9]=[CH2:10])[CH3:3]. The catalyst is C(Cl)(Cl)Cl. The product is [CH2:2]([O:4][C:5](=[O:14])[CH:6]([Cl:1])[C:7](=[O:13])[C:8]([CH3:12])([CH3:11])[CH:9]=[CH2:10])[CH3:3]. The yield is 0.930.